From a dataset of Catalyst prediction with 721,799 reactions and 888 catalyst types from USPTO. Predict which catalyst facilitates the given reaction. Reactant: C([O:3][C:4](=O)[CH:5]([NH:15][S:16]([C:19]1[CH:24]=[CH:23][C:22]([Cl:25])=[C:21]([F:26])[CH:20]=1)(=[O:18])=[O:17])[CH:6]([C:11]([F:14])([F:13])[F:12])[C:7]([F:10])([F:9])[F:8])C.[Li+].[BH4-].Cl. Product: [Cl:25][C:22]1[CH:23]=[CH:24][C:19]([S:16]([NH:15][CH:5]([CH2:4][OH:3])[CH:6]([C:7]([F:8])([F:9])[F:10])[C:11]([F:14])([F:12])[F:13])(=[O:17])=[O:18])=[CH:20][C:21]=1[F:26]. The catalyst class is: 1.